Predict the reactants needed to synthesize the given product. From a dataset of Full USPTO retrosynthesis dataset with 1.9M reactions from patents (1976-2016). Given the product [S:29](=[O:31])(=[O:30])([O:27][CH2:26][C@H:23]1[CH2:24][CH2:25][C@H:21]([O:20][C:17]2[N:16]=[CH:15][N:14]=[C:13]3[C:18]=2[N:19]=[C:11]([C:1]2[C:10]4[C:5](=[CH:6][CH:7]=[CH:8][CH:9]=4)[CH:4]=[CH:3][CH:2]=2)[NH:12]3)[CH2:22]1)[NH2:32], predict the reactants needed to synthesize it. The reactants are: [C:1]1([C:11]2[NH:12][C:13]3[C:18]([N:19]=2)=[C:17]([O:20][C@H:21]2[CH2:25][CH2:24][C@H:23]([CH2:26][OH:27])[CH2:22]2)[N:16]=[CH:15][N:14]=3)[C:10]2[C:5](=[CH:6][CH:7]=[CH:8][CH:9]=2)[CH:4]=[CH:3][CH:2]=1.Cl[S:29]([NH2:32])(=[O:31])=[O:30].